Dataset: Forward reaction prediction with 1.9M reactions from USPTO patents (1976-2016). Task: Predict the product of the given reaction. (1) Given the reactants Br[C:2]1[C:6]2=[N:7][C:8]([C:11]([NH:13][C:14]3[CH:15]=[N:16][CH:17]=[CH:18][C:19]=3[C@@H:20]3[CH2:25][C@H:24]([CH3:26])[CH2:23][C@H:22]([NH:27][C:28](=[O:34])[O:29][C:30]([CH3:33])([CH3:32])[CH3:31])[CH2:21]3)=[O:12])=[CH:9][CH:10]=[C:5]2[O:4][CH:3]=1.[C:35](B1OC(C)(C)C(C)(C)O1)([CH3:37])=[CH2:36].[O-]P([O-])([O-])=O.[K+].[K+].[K+].O, predict the reaction product. The product is: [CH:35]([C:2]1[C:6]2=[N:7][C:8]([C:11]([NH:13][C:14]3[CH:15]=[N:16][CH:17]=[CH:18][C:19]=3[C@@H:20]3[CH2:25][C@H:24]([CH3:26])[CH2:23][C@H:22]([NH:27][C:28](=[O:34])[O:29][C:30]([CH3:33])([CH3:32])[CH3:31])[CH2:21]3)=[O:12])=[CH:9][CH:10]=[C:5]2[O:4][CH:3]=1)([CH3:37])[CH3:36]. (2) Given the reactants [NH2:1][CH:2]([C:4]1[C:5]([O:23][CH3:24])=[C:6]([CH:12]2[CH2:15][N:14]([C:16]([O:18][C:19]([CH3:22])([CH3:21])[CH3:20])=[O:17])[CH2:13]2)[C:7]([F:11])=[C:8]([Cl:10])[CH:9]=1)[CH3:3].Br[C:26]1[N:34]=[CH:33][N:32]=[C:31]2[C:27]=1[N:28]=[CH:29][N:30]2[CH:35]1[CH2:40][CH2:39][CH2:38][CH2:37][O:36]1.CCN(C(C)C)C(C)C, predict the reaction product. The product is: [Cl:10][C:8]1[C:7]([F:11])=[C:6]([CH:12]2[CH2:15][N:14]([C:16]([O:18][C:19]([CH3:20])([CH3:22])[CH3:21])=[O:17])[CH2:13]2)[C:5]([O:23][CH3:24])=[C:4]([CH:2]([NH:1][C:26]2[N:34]=[CH:33][N:32]=[C:31]3[C:27]=2[N:28]=[CH:29][N:30]3[CH:35]2[CH2:40][CH2:39][CH2:38][CH2:37][O:36]2)[CH3:3])[CH:9]=1. (3) Given the reactants [O:1]1[CH2:5][CH2:4][O:3][CH:2]1[C:6]1[CH:7]=[C:8]2[C:12](=[CH:13][CH:14]=1)[N:11]([CH2:15][O:16][CH2:17][CH2:18][Si:19]([CH3:22])([CH3:21])[CH3:20])[N:10]=[C:9]2I.[N:24]1([CH2:29][CH2:30][OH:31])[CH:28]=[CH:27][CH:26]=[N:25]1, predict the reaction product. The product is: [O:1]1[CH2:5][CH2:4][O:3][CH:2]1[C:6]1[CH:7]=[C:8]2[C:12](=[CH:13][CH:14]=1)[N:11]([CH2:15][O:16][CH2:17][CH2:18][Si:19]([CH3:22])([CH3:21])[CH3:20])[N:10]=[C:9]2[O:31][CH2:30][CH2:29][N:24]1[CH:28]=[CH:27][CH:26]=[N:25]1.